This data is from Forward reaction prediction with 1.9M reactions from USPTO patents (1976-2016). The task is: Predict the product of the given reaction. (1) Given the reactants [CH:1]1[CH:2]=[CH:3][C:4]2[N:9]=[C:8]([C:10]3[N:14]=[CH:13][S:12][CH:11]=3)[NH:7][C:5]=2[CH:6]=1.[OH-].[Na+].[CH2:17](OS(OCC)(=O)=O)[CH3:18], predict the reaction product. The product is: [CH2:17]([N:9]1[C:4]2[CH:3]=[CH:2][CH:1]=[CH:6][C:5]=2[N:7]=[C:8]1[C:10]1[N:14]=[CH:13][S:12][CH:11]=1)[CH3:18]. (2) The product is: [CH3:10][O:9][C:7]1[CH:6]=[C:5]([N:11]([CH2:23][CH2:24][CH2:25][CH2:26][CH2:27][CH2:28][CH3:29])[S:12]([C:15]2[CH:20]=[CH:19][C:18]([CH3:21])=[CH:17][CH:16]=2)(=[O:13])=[O:14])[CH:4]=[C:3]([O:2][CH3:1])[CH:8]=1. Given the reactants [CH3:1][O:2][C:3]1[CH:4]=[C:5]([NH:11][S:12]([C:15]2[CH:20]=[CH:19][C:18]([CH3:21])=[CH:17][CH:16]=2)(=[O:14])=[O:13])[CH:6]=[C:7]([O:9][CH3:10])[CH:8]=1.Br[CH2:23][CH2:24][CH2:25][CH2:26][CH2:27][CH2:28][CH3:29].C(=O)([O-])[O-].[K+].[K+].C(OCC)C, predict the reaction product. (3) Given the reactants [Cl:1][C:2]1[CH:7]=[CH:6][C:5]([C:8]2[C:14]3[CH:15]=[C:16]([O:19][CH3:20])[CH:17]=[CH:18][C:13]=3[N:12]3[C:21]([CH3:24])=[N:22][N:23]=[C:11]3[C@H:10]([CH2:25][C:26]([OH:28])=O)[N:9]=2)=[CH:4][CH:3]=1.CCN=C=N[CH2:34][CH2:35][CH2:36]N(C)C.C1C=C[C:43]2[N:48](O)N=[N:46][C:44]=2C=1.[C:50](=[O:60])([O:52]CC(C(C)(C)C)N)N.[CH2:61](Cl)Cl, predict the reaction product. The product is: [C:35]([O:60][C:50](=[O:52])[NH:46][CH2:44][CH2:43][NH:48][C:26](=[O:28])[CH2:25][C@@H:10]1[N:9]=[C:8]([C:5]2[CH:4]=[CH:3][C:2]([Cl:1])=[CH:7][CH:6]=2)[C:14]2[CH:15]=[C:16]([O:19][CH3:20])[CH:17]=[CH:18][C:13]=2[N:12]2[C:21]([CH3:24])=[N:22][N:23]=[C:11]12)([CH3:36])([CH3:61])[CH3:34]. (4) The product is: [NH2:15][C:14]1[CH:13]=[C:12]2[C:8]([C:9]([Br:35])=[N:10][N:11]2[C:16]([C:17]2[CH:18]=[CH:19][CH:20]=[CH:21][CH:22]=2)([C:23]2[CH:28]=[CH:27][CH:26]=[CH:25][CH:24]=2)[C:29]2[CH:34]=[CH:33][CH:32]=[CH:31][CH:30]=2)=[CH:7][C:6]=1[CH2:5][OH:4]. Given the reactants C([O:4][CH2:5][C:6]1[CH:7]=[C:8]2[C:12](=[CH:13][C:14]=1[NH2:15])[N:11]([C:16]([C:29]1[CH:34]=[CH:33][CH:32]=[CH:31][CH:30]=1)([C:23]1[CH:28]=[CH:27][CH:26]=[CH:25][CH:24]=1)[C:17]1[CH:22]=[CH:21][CH:20]=[CH:19][CH:18]=1)[N:10]=[C:9]2[Br:35])(=O)C.C1COCC1.CCO.[H][H].[Li+].[OH-], predict the reaction product. (5) Given the reactants [CH3:1][O:2][CH:3]1[CH2:7][CH2:6][N:5]([C:8]2[CH:9]=[C:10]([S:14]([O-:16])=[O:15])[CH:11]=[CH:12][CH:13]=2)[CH2:4]1.[Li+].C1C(=O)N([Cl:25])C(=O)C1.CN1CCC2C(=C(N)C=CC=2)C1, predict the reaction product. The product is: [CH3:1][O:2][CH:3]1[CH2:7][CH2:6][N:5]([C:8]2[CH:9]=[C:10]([S:14]([Cl:25])(=[O:16])=[O:15])[CH:11]=[CH:12][CH:13]=2)[CH2:4]1. (6) Given the reactants [Cl:1][C:2]1[CH:7]=[CH:6][C:5]([C:8]([C:11]2[N:15]([C:16]3[CH:21]=[CH:20][C:19]([F:22])=[CH:18][CH:17]=3)[C:14]([S:23][CH2:24][C:25]3[C:30]([F:31])=[CH:29][C:28]([CH2:32][CH2:33][CH2:34]O)=[CH:27][C:26]=3[F:36])=[N:13][CH:12]=2)([CH3:10])[CH3:9])=[CH:4][C:3]=1[O:37][CH3:38].C1C=CC(P(C2C=CC=CC=2)C2C=CC=CC=2)=CC=1.[C:58]([O:62][C:63]([NH:65][C:66]([NH:68][C:69]([O:71][C:72]([CH3:75])([CH3:74])[CH3:73])=[O:70])=[NH:67])=[O:64])([CH3:61])([CH3:60])[CH3:59].N(C(OC(C)C)=O)=NC(OC(C)C)=O, predict the reaction product. The product is: [C:58]([O:62][C:63](=[O:64])[N:65]=[C:66]([NH:68][C:69]([O:71][C:72]([CH3:75])([CH3:74])[CH3:73])=[O:70])[NH:67][CH2:34][CH2:33][CH2:32][C:28]1[CH:27]=[C:26]([F:36])[C:25]([CH2:24][S:23][C:14]2[N:15]([C:16]3[CH:21]=[CH:20][C:19]([F:22])=[CH:18][CH:17]=3)[C:11]([C:8]([C:5]3[CH:6]=[CH:7][C:2]([Cl:1])=[C:3]([O:37][CH3:38])[CH:4]=3)([CH3:9])[CH3:10])=[CH:12][N:13]=2)=[C:30]([F:31])[CH:29]=1)([CH3:61])([CH3:60])[CH3:59]. (7) Given the reactants CS(O[C@H:6]1[CH2:11][CH2:10][C@H:9]([NH:12][C:13]([O:15][C:16]([CH3:19])([CH3:18])[CH3:17])=[O:14])[CH2:8][CH2:7]1)(=O)=O.CCN(C(C)C)C(C)C.[F:29][C:30]([F:39])([F:38])[C:31]1[CH:32]=[C:33]([SH:37])[CH:34]=[CH:35][CH:36]=1, predict the reaction product. The product is: [F:39][C:30]([F:29])([F:38])[C:31]1[CH:32]=[C:33]([S:37][C@@H:6]2[CH2:7][CH2:8][C@H:9]([NH:12][C:13](=[O:14])[O:15][C:16]([CH3:17])([CH3:18])[CH3:19])[CH2:10][CH2:11]2)[CH:34]=[CH:35][CH:36]=1. (8) Given the reactants [N+:1]([C:4]1[CH:9]=[CH:8][N+:7]([O-])=[CH:6][C:5]=1[NH:11][CH:12]1[CH2:17][CH2:16][N:15]([C:18]([O:20][C:21]([CH3:24])([CH3:23])[CH3:22])=[O:19])[CH2:14][CH2:13]1)([O-])=O, predict the reaction product. The product is: [NH2:1][C:4]1[CH:9]=[CH:8][N:7]=[CH:6][C:5]=1[NH:11][CH:12]1[CH2:13][CH2:14][N:15]([C:18]([O:20][C:21]([CH3:24])([CH3:23])[CH3:22])=[O:19])[CH2:16][CH2:17]1. (9) The product is: [CH3:1][O:2][C:3](=[O:12])[C:4]1[CH:9]=[C:8]([Cl:10])[CH:7]=[CH:6][C:5]=1[N:11]=[CH:17][C:16]1[CH:19]=[CH:20][CH:21]=[C:14]([Br:13])[CH:15]=1. Given the reactants [CH3:1][O:2][C:3](=[O:12])[C:4]1[CH:9]=[C:8]([Cl:10])[CH:7]=[CH:6][C:5]=1[NH2:11].[Br:13][C:14]1[CH:15]=[C:16]([CH:19]=[CH:20][CH:21]=1)[CH:17]=O, predict the reaction product.